From a dataset of Peptide-MHC class I binding affinity with 185,985 pairs from IEDB/IMGT. Regression. Given a peptide amino acid sequence and an MHC pseudo amino acid sequence, predict their binding affinity value. This is MHC class I binding data. The peptide sequence is MFTTNIWMKF. The MHC is HLA-A24:02 with pseudo-sequence HLA-A24:02. The binding affinity (normalized) is 0.649.